From a dataset of Reaction yield outcomes from USPTO patents with 853,638 reactions. Predict the reaction yield, written as a fraction of the theoretical maximum amount of product (1.0 means a 100% yield; for example, 0.34 means a 34% yield). (1) The reactants are [C:1]1([C:7]2[N:11]=[C:10]([N:12]3[CH2:19][CH:18]4[CH:14]([CH2:15][NH:16][CH2:17]4)[CH2:13]3)[S:9][N:8]=2)[CH:6]=[CH:5][CH:4]=[CH:3][CH:2]=1.[C:20]1([CH3:30])[CH:25]=[CH:24][C:23]([S:26]([OH:29])(=[O:28])=[O:27])=[CH:22][CH:21]=1. No catalyst specified. The product is [C:20]1([CH3:30])[CH:21]=[CH:22][C:23]([S:26]([OH:29])(=[O:27])=[O:28])=[CH:24][CH:25]=1.[C:1]1([C:7]2[N:11]=[C:10]([N:12]3[CH2:19][CH:18]4[CH:14]([CH2:15][NH:16][CH2:17]4)[CH2:13]3)[S:9][N:8]=2)[CH:2]=[CH:3][CH:4]=[CH:5][CH:6]=1. The yield is 0.770. (2) The reactants are Br[C:2]1[N:7]=[C:6]([CH:8]=[O:9])[CH:5]=[CH:4][C:3]=1[O:10][CH2:11][CH2:12][O:13][Si:14]([C:17]([CH3:20])([CH3:19])[CH3:18])([CH3:16])[CH3:15].[CH2:21]([S:23]([C:26]1[CH:31]=[CH:30][C:29](B(O)O)=[CH:28][CH:27]=1)(=[O:25])=[O:24])[CH3:22].C([O-])([O-])=O.[Na+].[Na+]. The catalyst is C1(C)C=CC=CC=1.C(O)C.O.C(OCC)(=O)C.C1C=CC([P]([Pd]([P](C2C=CC=CC=2)(C2C=CC=CC=2)C2C=CC=CC=2)([P](C2C=CC=CC=2)(C2C=CC=CC=2)C2C=CC=CC=2)[P](C2C=CC=CC=2)(C2C=CC=CC=2)C2C=CC=CC=2)(C2C=CC=CC=2)C2C=CC=CC=2)=CC=1. The product is [Si:14]([O:13][CH2:12][CH2:11][O:10][C:3]1[CH:4]=[CH:5][C:6]([CH:8]=[O:9])=[N:7][C:2]=1[C:29]1[CH:28]=[CH:27][C:26]([S:23]([CH2:21][CH3:22])(=[O:25])=[O:24])=[CH:31][CH:30]=1)([C:17]([CH3:20])([CH3:19])[CH3:18])([CH3:16])[CH3:15]. The yield is 0.750. (3) The reactants are CC1C=C(C)C=C(C)C=1S([O-])(=O)=O.[NH2:14][N+:15]1[CH:20]=[CH:19][C:18]([Br:21])=[CH:17][C:16]=1[NH2:22].Cl[C:24](=O)[C:25]([O:27][CH2:28][CH3:29])=[O:26]. The product is [Br:21][C:18]1[CH:19]=[CH:20][N:15]2[N:14]=[C:24]([C:25]([O:27][CH2:28][CH3:29])=[O:26])[N:22]=[C:16]2[CH:17]=1. The catalyst is N1C=CC=CC=1. The yield is 0.605. (4) The reactants are [C:1]([O:5][C:6]([N:8]1[CH2:12][CH2:11][CH:10]([C:13]2[CH:14]=[N:15][CH:16]=[CH:17][CH:18]=2)[CH2:9]1)=[O:7])([CH3:4])([CH3:3])[CH3:2]. The catalyst is C(O)(=O)C.CO.[Pt](=O)=O. The product is [C:1]([O:5][C:6]([N:8]1[CH2:12][CH2:11][CH:10]([CH:13]2[CH2:18][CH2:17][CH2:16][NH:15][CH2:14]2)[CH2:9]1)=[O:7])([CH3:4])([CH3:2])[CH3:3]. The yield is 0.600. (5) The reactants are [C:1]1([CH:7]([C:34]2[CH:39]=[CH:38][CH:37]=[CH:36][CH:35]=2)[N:8]2[CH:13]=[CH:12][CH:11]=[C:10]([C:14]([NH:16][C@@H:17]([CH2:22][CH2:23][NH:24][C:25](=S)[NH:26][C:27]([O:29][CH2:30][CH3:31])=[O:28])[C:18]([O:20][CH3:21])=[O:19])=[O:15])[C:9]2=[O:33])[CH:6]=[CH:5][CH:4]=[CH:3][CH:2]=1.C[CH2:41][N:42]=C=NCCCN(C)C.CN.CCN(C(C)C)C(C)C. The catalyst is C(Cl)Cl.CCOC(C)=O. The product is [C:1]1([CH:7]([C:34]2[CH:39]=[CH:38][CH:37]=[CH:36][CH:35]=2)[N:8]2[CH:13]=[CH:12][CH:11]=[C:10]([C:14]([NH:16][C@@H:17]([CH2:22][CH2:23][N:24]=[C:25]([NH:26][C:27]([O:29][CH2:30][CH3:31])=[O:28])[NH:42][CH3:41])[C:18]([O:20][CH3:21])=[O:19])=[O:15])[C:9]2=[O:33])[CH:6]=[CH:5][CH:4]=[CH:3][CH:2]=1. The yield is 0.610. (6) The reactants are [Br:1][C:2]1[C:7]([N+:8]([O-:10])=[O:9])=[CH:6][C:5]([OH:11])=[C:4]([CH:12]2[CH2:17][CH2:16][CH2:15][CH2:14][CH2:13]2)[CH:3]=1.C([O-])([O-])=O.[Cs+].[Cs+].[CH2:24](Br)[C:25]1[CH:30]=[CH:29][CH:28]=[CH:27][CH:26]=1. The catalyst is CN(C=O)C. The product is [CH2:24]([O:11][C:5]1[CH:6]=[C:7]([N+:8]([O-:10])=[O:9])[C:2]([Br:1])=[CH:3][C:4]=1[CH:12]1[CH2:17][CH2:16][CH2:15][CH2:14][CH2:13]1)[C:25]1[CH:30]=[CH:29][CH:28]=[CH:27][CH:26]=1. The yield is 0.870. (7) The reactants are [CH2:1]([C:5]1[N:10]=[C:9]([CH2:11][O:12]C)[N:8]([CH2:14][C:15]([CH3:18])([CH3:17])[CH3:16])[C:7](=[O:19])[C:6]=1[CH2:20][C:21]1[CH:26]=[CH:25][C:24]([C:27]2[CH:32]=[CH:31][CH:30]=[CH:29][C:28]=2[C:33]2[NH:37][C:36](=[O:38])[O:35][N:34]=2)=[CH:23][CH:22]=1)[CH2:2][CH2:3][CH3:4].B(Br)(Br)Br.[OH-].[Na+].Cl. The catalyst is C(OCC)(=O)C.ClCCl. The product is [CH2:1]([C:5]1[N:10]=[C:9]([CH2:11][OH:12])[N:8]([CH2:14][C:15]([CH3:17])([CH3:18])[CH3:16])[C:7](=[O:19])[C:6]=1[CH2:20][C:21]1[CH:22]=[CH:23][C:24]([C:27]2[CH:32]=[CH:31][CH:30]=[CH:29][C:28]=2[C:33]2[NH:37][C:36](=[O:38])[O:35][N:34]=2)=[CH:25][CH:26]=1)[CH2:2][CH2:3][CH3:4]. The yield is 0.980. (8) The reactants are [CH2:1]([O:8][C:9]1[CH:10]=[CH:11][C:12]([CH:16]=[CH:17][CH2:18][CH3:19])=[C:13]([OH:15])[CH:14]=1)[C:2]1[CH:7]=[CH:6][CH:5]=[CH:4][CH:3]=1.Br[C:21]([CH3:28])([CH3:27])[C:22]([O:24][CH2:25][CH3:26])=[O:23].C(=O)([O-])[O-].[Cs+].[Cs+]. The catalyst is CN(C=O)C. The product is [CH2:25]([O:24][C:22](=[O:23])[C:21]([O:15][C:13]1[CH:14]=[C:9]([O:8][CH2:1][C:2]2[CH:3]=[CH:4][CH:5]=[CH:6][CH:7]=2)[CH:10]=[CH:11][C:12]=1[CH:16]=[CH:17][CH2:18][CH3:19])([CH3:28])[CH3:27])[CH3:26]. The yield is 0.760. (9) The reactants are [Si]([O:8][C@H:9]([CH3:41])[C@@H:10]([NH:30][C:31]1[CH:38]=[CH:37][C:34]([C:35]#[N:36])=[C:33]([Cl:39])[C:32]=1[CH3:40])[C:11]1[O:12][C:13]([C:16]2[CH:21]=[CH:20][CH:19]=[C:18]([O:22][Si](C(C)(C)C)(C)C)[CH:17]=2)=[N:14][N:15]=1)(C(C)(C)C)(C)C.[F-].C([N+](CCCC)(CCCC)CCCC)CCC. No catalyst specified. The product is [Cl:39][C:33]1[C:32]([CH3:40])=[C:31]([NH:30][C@@H:10]([C:11]2[O:12][C:13]([C:16]3[CH:21]=[CH:20][CH:19]=[C:18]([OH:22])[CH:17]=3)=[N:14][N:15]=2)[C@H:9]([OH:8])[CH3:41])[CH:38]=[CH:37][C:34]=1[C:35]#[N:36]. The yield is 0.800. (10) The reactants are COC1C=CC(C[NH:8][C:9]2[CH:18]=[C:17]3[C:12]([CH:13]=[C:14]([C:22]4[C:23]([Br:39])=[CH:24][C:25]([F:38])=[C:26]([NH:28][C:29]([NH:31][C:32]5[CH:37]=[CH:36][CH:35]=[CH:34][CH:33]=5)=[O:30])[CH:27]=4)[C:15](=[O:21])[N:16]3[CH2:19][CH3:20])=[CH:11][N:10]=2)=CC=1.C(O)(C(F)(F)F)=O. No catalyst specified. The product is [NH2:8][C:9]1[CH:18]=[C:17]2[C:12]([CH:13]=[C:14]([C:22]3[C:23]([Br:39])=[CH:24][C:25]([F:38])=[C:26]([NH:28][C:29]([NH:31][C:32]4[CH:33]=[CH:34][CH:35]=[CH:36][CH:37]=4)=[O:30])[CH:27]=3)[C:15](=[O:21])[N:16]2[CH2:19][CH3:20])=[CH:11][N:10]=1. The yield is 0.440.